Dataset: Full USPTO retrosynthesis dataset with 1.9M reactions from patents (1976-2016). Task: Predict the reactants needed to synthesize the given product. (1) Given the product [F:8][C:7]1[C:2]([NH:1][C:17]([NH:16][C:10]2[CH:15]=[CH:14][CH:13]=[CH:12][CH:11]=2)=[O:18])=[N:3][C:4]([OH:9])=[N:5][CH:6]=1, predict the reactants needed to synthesize it. The reactants are: [NH2:1][C:2]1[C:7]([F:8])=[CH:6][N:5]=[C:4]([OH:9])[N:3]=1.[C:10]1([N:16]=[C:17]=[O:18])[CH:15]=[CH:14][CH:13]=[CH:12][CH:11]=1. (2) Given the product [CH2:1]([O:8][C:9](=[O:33])[C@@H:10]([NH:20][C:21](=[O:32])[C@@H:22]([NH:24][C:61](=[O:63])[CH2:60][N:53]1[C:54]2[CH:59]=[CH:58][CH:57]=[CH:56][C:55]=2[O:50][CH2:51][CH2:52]1)[CH3:23])[CH2:11][C:12]1[CH:13]=[CH:14][C:15]([O:18][CH3:19])=[CH:16][CH:17]=1)[C:2]1[CH:3]=[CH:4][CH:5]=[CH:6][CH:7]=1, predict the reactants needed to synthesize it. The reactants are: [CH2:1]([O:8][C:9](=[O:33])[C@@H:10]([NH:20][C:21](=[O:32])[C@@H:22]([NH:24]C(OC(C)(C)C)=O)[CH3:23])[CH2:11][C:12]1[CH:17]=[CH:16][C:15]([O:18][CH3:19])=[CH:14][CH:13]=1)[C:2]1[CH:7]=[CH:6][CH:5]=[CH:4][CH:3]=1.FC(F)(F)C(O)=O.C(N(CC)C(C)C)(C)C.[O:50]1[C:55]2[CH:56]=[CH:57][CH:58]=[CH:59][C:54]=2[N:53]([CH2:60][C:61]([OH:63])=O)[CH2:52][CH2:51]1.CN(C(ON1N=NC2C=CC=NC1=2)=[N+](C)C)C.F[P-](F)(F)(F)(F)F. (3) Given the product [CH2:1]([O:3][C:4]([C:6]1[S:10][C:9]([NH:11][C:12]2[CH:17]=[C:16]([O:18][CH2:19][C:20]3[CH:25]=[CH:24][CH:23]=[CH:22][CH:21]=3)[CH:15]=[CH:14][C:13]=2[NH2:26])=[N:8][C:7]=1[C:29]1[CH:34]=[CH:33][CH:32]=[C:31]([Cl:35])[CH:30]=1)=[O:5])[CH3:2], predict the reactants needed to synthesize it. The reactants are: [CH2:1]([O:3][C:4]([C:6]1[S:10][C:9]([NH:11][C:12]2[CH:17]=[C:16]([O:18][CH2:19][C:20]3[CH:25]=[CH:24][CH:23]=[CH:22][CH:21]=3)[CH:15]=[CH:14][C:13]=2[N+:26]([O-])=O)=[N:8][C:7]=1[C:29]1[CH:34]=[CH:33][CH:32]=[C:31]([Cl:35])[CH:30]=1)=[O:5])[CH3:2].Cl. (4) Given the product [Br:1][C:2]1[C:3]([F:21])=[CH:4][C:5]2[CH:11]3[CH2:10][CH:9]([CH2:12]3)[N:8]3[C:13]([C:22]4([OH:26])[CH2:25][CH2:24][CH2:23]4)=[C:14]([C:16]([O:18][CH3:19])=[O:17])[N:15]=[C:7]3[C:6]=2[CH:20]=1, predict the reactants needed to synthesize it. The reactants are: [Br:1][C:2]1[C:3]([F:21])=[CH:4][C:5]2[CH:11]3[CH2:12][CH:9]([CH2:10]3)[N:8]3[CH:13]=[C:14]([C:16]([O:18][CH3:19])=[O:17])[N:15]=[C:7]3[C:6]=2[CH:20]=1.[C:22]1(=[O:26])[CH2:25][CH2:24][CH2:23]1. (5) Given the product [NH2:8][C@H:9]1[CH2:13][C@@H:12]([N:14]2[CH:22]=[N:21][C:20]3[C:15]2=[N:16][C:17]([Cl:32])=[N:18][C:19]=3[NH:23][CH2:24][C:25]2[CH:30]=[CH:29][CH:28]=[C:27]([I:31])[CH:26]=2)[C@H:11]([OH:33])[C@@H:10]1[OH:34], predict the reactants needed to synthesize it. The reactants are: C(OC([N:8](C(OC(C)(C)C)=O)[C@H:9]1[CH2:13][C@@H:12]([N:14]2[CH:22]=[N:21][C:20]3[C:15]2=[N:16][C:17]([Cl:32])=[N:18][C:19]=3[NH:23][CH2:24][C:25]2[CH:30]=[CH:29][CH:28]=[C:27]([I:31])[CH:26]=2)[C@H:11]([OH:33])[C@@H:10]1[OH:34])=O)(C)(C)C.Cl.